Task: Regression. Given two drug SMILES strings and cell line genomic features, predict the synergy score measuring deviation from expected non-interaction effect.. Dataset: NCI-60 drug combinations with 297,098 pairs across 59 cell lines (1) Drug 1: C1=NC(=NC(=O)N1C2C(C(C(O2)CO)O)O)N. Drug 2: CN(C(=O)NC(C=O)C(C(C(CO)O)O)O)N=O. Cell line: HS 578T. Synergy scores: CSS=15.6, Synergy_ZIP=-4.74, Synergy_Bliss=-1.99, Synergy_Loewe=-11.7, Synergy_HSA=-2.35. (2) Drug 1: C1=CC=C(C(=C1)C(C2=CC=C(C=C2)Cl)C(Cl)Cl)Cl. Drug 2: C(CCl)NC(=O)N(CCCl)N=O. Cell line: OVCAR-4. Synergy scores: CSS=2.08, Synergy_ZIP=-1.44, Synergy_Bliss=-1.17, Synergy_Loewe=0.477, Synergy_HSA=0.0579. (3) Drug 1: CC1=CC2C(CCC3(C2CCC3(C(=O)C)OC(=O)C)C)C4(C1=CC(=O)CC4)C. Drug 2: CCCCCOC(=O)NC1=NC(=O)N(C=C1F)C2C(C(C(O2)C)O)O. Cell line: SW-620. Synergy scores: CSS=-6.81, Synergy_ZIP=2.41, Synergy_Bliss=0.688, Synergy_Loewe=-2.97, Synergy_HSA=-2.56. (4) Drug 1: C1CC(=O)NC(=O)C1N2CC3=C(C2=O)C=CC=C3N. Drug 2: CCCCCOC(=O)NC1=NC(=O)N(C=C1F)C2C(C(C(O2)C)O)O. Cell line: DU-145. Synergy scores: CSS=5.34, Synergy_ZIP=-1.83, Synergy_Bliss=2.95, Synergy_Loewe=2.84, Synergy_HSA=2.89. (5) Drug 1: C1=CC(=CC=C1C#N)C(C2=CC=C(C=C2)C#N)N3C=NC=N3. Drug 2: N.N.Cl[Pt+2]Cl. Cell line: NCI-H522. Synergy scores: CSS=67.9, Synergy_ZIP=-1.70, Synergy_Bliss=-1.59, Synergy_Loewe=-2.26, Synergy_HSA=-1.69. (6) Drug 1: CC1OCC2C(O1)C(C(C(O2)OC3C4COC(=O)C4C(C5=CC6=C(C=C35)OCO6)C7=CC(=C(C(=C7)OC)O)OC)O)O. Drug 2: CS(=O)(=O)CCNCC1=CC=C(O1)C2=CC3=C(C=C2)N=CN=C3NC4=CC(=C(C=C4)OCC5=CC(=CC=C5)F)Cl. Cell line: HCT116. Synergy scores: CSS=52.2, Synergy_ZIP=-0.923, Synergy_Bliss=0.0549, Synergy_Loewe=-11.4, Synergy_HSA=-0.215. (7) Cell line: UACC-257. Drug 2: C1=CC(=CC=C1CCCC(=O)O)N(CCCl)CCCl. Synergy scores: CSS=16.7, Synergy_ZIP=-7.94, Synergy_Bliss=0.497, Synergy_Loewe=-14.3, Synergy_HSA=1.81. Drug 1: CCC1=CC2CC(C3=C(CN(C2)C1)C4=CC=CC=C4N3)(C5=C(C=C6C(=C5)C78CCN9C7C(C=CC9)(C(C(C8N6C)(C(=O)OC)O)OC(=O)C)CC)OC)C(=O)OC.C(C(C(=O)O)O)(C(=O)O)O. (8) Drug 1: C1CNP(=O)(OC1)N(CCCl)CCCl. Drug 2: C(CN)CNCCSP(=O)(O)O. Cell line: OVCAR-5. Synergy scores: CSS=2.16, Synergy_ZIP=2.02, Synergy_Bliss=3.80, Synergy_Loewe=1.20, Synergy_HSA=0.796. (9) Drug 1: C#CCC(CC1=CN=C2C(=N1)C(=NC(=N2)N)N)C3=CC=C(C=C3)C(=O)NC(CCC(=O)O)C(=O)O. Drug 2: C1=NNC2=C1C(=O)NC=N2. Cell line: HOP-62. Synergy scores: CSS=26.0, Synergy_ZIP=-1.83, Synergy_Bliss=0.797, Synergy_Loewe=17.2, Synergy_HSA=6.82. (10) Drug 1: CC12CCC3C(C1CCC2=O)CC(=C)C4=CC(=O)C=CC34C. Drug 2: CC1=C(C(CCC1)(C)C)C=CC(=CC=CC(=CC(=O)O)C)C. Cell line: NCI-H226. Synergy scores: CSS=34.8, Synergy_ZIP=-2.85, Synergy_Bliss=2.19, Synergy_Loewe=1.80, Synergy_HSA=2.80.